Dataset: Reaction yield outcomes from USPTO patents with 853,638 reactions. Task: Predict the reaction yield, written as a fraction of the theoretical maximum amount of product (1.0 means a 100% yield; for example, 0.34 means a 34% yield). (1) The reactants are [CH3:1][O:2][C:3]1[CH:8]=[CH:7][CH:6]=[CH:5][C:4]=1[C:9]1[N:17]2[C:12]([CH:13]=[N:14][C:15](O)=[N:16]2)=[CH:11][CH:10]=1.[H-].[Na+].C1C=CC(N(S(C(F)(F)F)(=O)=O)S(C(F)(F)F)(=O)=O)=CC=1.[O-]S(C(F)(F)F)(=O)=O.[CH3:50][O:51][C:52]1[CH:60]=[C:59]2[C:55]([CH2:56][N:57]([CH:61]3[CH2:64][O:63][CH2:62]3)[CH2:58]2)=[CH:54][C:53]=1[NH2:65]. The catalyst is CN(C)C=O. The product is [CH3:50][O:51][C:52]1[CH:60]=[C:59]2[C:55]([CH2:56][N:57]([CH:61]3[CH2:62][O:63][CH2:64]3)[CH2:58]2)=[CH:54][C:53]=1[NH:65][C:15]1[N:14]=[CH:13][C:12]2=[CH:11][CH:10]=[C:9]([C:4]3[CH:5]=[CH:6][CH:7]=[CH:8][C:3]=3[O:2][CH3:1])[N:17]2[N:16]=1. The yield is 0.120. (2) The reactants are Br[CH2:2][C:3]1[CH:4]=[CH:5][C:6]([N:9]2[CH2:14][CH2:13][N:12]([CH2:15][CH3:16])[CH2:11][CH2:10]2)=[N:7][CH:8]=1.[CH3:17][C:18]1[N:23]=[C:22]([SH:24])[N:21]=[C:20]([OH:25])[CH:19]=1.C(N(CC)CC)C.ClCCl. The catalyst is C(O)C. The product is [CH2:15]([N:12]1[CH2:13][CH2:14][N:9]([C:6]2[N:7]=[CH:8][C:3]([CH2:2][S:24][C:22]3[N:21]=[C:20]([OH:25])[CH:19]=[C:18]([CH3:17])[N:23]=3)=[CH:4][CH:5]=2)[CH2:10][CH2:11]1)[CH3:16]. The yield is 0.390. (3) The reactants are [CH3:1][C:2]1[CH:11]=[CH:10][C:9]2[C:4](=[CH:5][CH:6]=[CH:7][C:8]=2[N:12]2[CH2:17][CH2:16][N:15]([CH2:18][CH2:19][C:20]3[CH:21]=[C:22]([CH:24]=[CH:25][CH:26]=3)[NH2:23])[CH2:14][CH2:13]2)[N:3]=1.[S:27]1[CH:31]=[CH:30][CH:29]=[C:28]1[CH2:32][C:33](Cl)=[O:34]. No catalyst specified. The product is [CH3:1][C:2]1[CH:11]=[CH:10][C:9]2[C:4](=[CH:5][CH:6]=[CH:7][C:8]=2[N:12]2[CH2:13][CH2:14][N:15]([CH2:18][CH2:19][C:20]3[CH:21]=[C:22]([NH:23][C:33](=[O:34])[CH2:32][C:28]4[S:27][CH:31]=[CH:30][CH:29]=4)[CH:24]=[CH:25][CH:26]=3)[CH2:16][CH2:17]2)[N:3]=1. The yield is 0.420. (4) The reactants are Cl.[C:2]([O:6][CH:7]1[CH2:12][CH2:11][NH:10][CH2:9][CH2:8]1)([CH3:5])([CH3:4])[CH3:3].C(N(CC)CC)C.[O:20]=[C:21]1[C:30]2[C:25](=[CH:26][CH:27]=[CH:28][CH:29]=2)[C:24]([CH2:31][C:32]2[CH:37]=[CH:36][N:35]=[C:34]([C:38](O)=[O:39])[CH:33]=2)=[N:23][NH:22]1.F[P-](F)(F)(F)(F)F.N1(OC(N(C)C)=[N+](C)C)C2C=CC=CC=2N=N1. The catalyst is CN(C)C=O. The product is [C:2]([O:6][CH:7]1[CH2:12][CH2:11][N:10]([C:38]([C:34]2[CH:33]=[C:32]([CH2:31][C:24]3[C:25]4[C:30](=[CH:29][CH:28]=[CH:27][CH:26]=4)[C:21](=[O:20])[NH:22][N:23]=3)[CH:37]=[CH:36][N:35]=2)=[O:39])[CH2:9][CH2:8]1)([CH3:5])([CH3:3])[CH3:4]. The yield is 0.557. (5) The product is [CH3:9][O:8][C:5]1[CH:6]=[CH:7][C:2]([O:1][C@H:33]([CH3:38])[C:34]([OH:36])=[O:35])=[C:3]([C:10](=[O:11])[C:12]2[CH:13]=[CH:14][C:15]([O:18][CH2:19][C:20]3[N:21]=[C:22]([C:26]4[CH:31]=[CH:30][CH:29]=[CH:28][CH:27]=4)[O:23][C:24]=3[CH3:25])=[CH:16][CH:17]=2)[CH:4]=1. The yield is 0.670. The catalyst is ClCCl. The reactants are [OH:1][C:2]1[CH:7]=[CH:6][C:5]([O:8][CH3:9])=[CH:4][C:3]=1[C:10]([C:12]1[CH:17]=[CH:16][C:15]([O:18][CH2:19][C:20]2[N:21]=[C:22]([C:26]3[CH:31]=[CH:30][CH:29]=[CH:28][CH:27]=3)[O:23][C:24]=2[CH3:25])=[CH:14][CH:13]=1)=[O:11].O[C@@H:33]([CH3:38])[C:34]([O:36]C)=[O:35].C1(P(C2C=CC=CC=2)C2C=CC=CC=2)C=CC=CC=1.N(C(OCC)=O)=NC(OCC)=O. (6) The reactants are [CH:1]1([C:6]2[CH:11]=[CH:10][CH:9]=[CH:8][C:7]=2[OH:12])[CH2:5][CH2:4][CH2:3][CH2:2]1.[BrH:13].CS(C)=O. The catalyst is C(O)(=O)C.O. The product is [Br:13][C:10]1[CH:9]=[CH:8][C:7]([OH:12])=[C:6]([CH:1]2[CH2:2][CH2:3][CH2:4][CH2:5]2)[CH:11]=1. The yield is 0.890.